From a dataset of Full USPTO retrosynthesis dataset with 1.9M reactions from patents (1976-2016). Predict the reactants needed to synthesize the given product. (1) Given the product [NH2:7][CH2:8][C:9]1[N:13]([CH:14]2[CH2:16][CH2:15]2)[C:12]([S:17][CH2:18][C:19]2[N:20]=[C:21]([NH:24][C:25]([NH:27][C:28]3[CH:33]=[CH:32][C:31]([CH3:34])=[CH:30][C:29]=3[C:35]([CH:37]3[CH2:38][CH2:39][CH2:40][CH2:41]3)=[O:36])=[O:26])[S:22][CH:23]=2)=[N:11][N:10]=1, predict the reactants needed to synthesize it. The reactants are: C(OC(=O)[NH:7][CH2:8][C:9]1[N:13]([CH:14]2[CH2:16][CH2:15]2)[C:12]([S:17][CH2:18][C:19]2[N:20]=[C:21]([NH:24][C:25]([NH:27][C:28]3[CH:33]=[CH:32][C:31]([CH3:34])=[CH:30][C:29]=3[C:35]([CH:37]3[CH2:41][CH2:40][CH2:39][CH2:38]3)=[O:36])=[O:26])[S:22][CH:23]=2)=[N:11][N:10]=1)(C)(C)C.Cl. (2) Given the product [NH2:4][C:5]1[S:9][C:8]([S:10]([NH2:13])(=[O:12])=[O:11])=[N:7][N:6]=1, predict the reactants needed to synthesize it. The reactants are: CC([NH:4][C:5]1[S:9][C:8]([S:10]([NH2:13])(=[O:12])=[O:11])=[N:7][N:6]=1)=O. (3) Given the product [O:37]=[S:34]1(=[O:38])[CH2:35][CH2:36][N:31]([C:19]2[CH:20]=[CH:21][C:9]3[C:8](=[O:30])[C:7]4[C:6]5[C:14](=[CH:15][C:3]([C:1]#[N:2])=[CH:4][CH:5]=5)[NH:13][C:12]=4[C:11]([CH3:16])([CH3:17])[C:10]=3[CH:18]=2)[CH2:32][CH2:33]1, predict the reactants needed to synthesize it. The reactants are: [C:1]([C:3]1[CH:15]=[C:14]2[C:6]([C:7]3[C:8](=[O:30])[C:9]4[CH:21]=[CH:20][C:19](OS(C(F)(F)F)(=O)=O)=[CH:18][C:10]=4[C:11]([CH3:17])([CH3:16])[C:12]=3[NH:13]2)=[CH:5][CH:4]=1)#[N:2].[NH:31]1[CH2:36][CH2:35][S:34](=[O:38])(=[O:37])[CH2:33][CH2:32]1.C1C=CC(P(C2C(C3C(P(C4C=CC=CC=4)C4C=CC=CC=4)=CC=C4C=3C=CC=C4)=C3C(C=CC=C3)=CC=2)C2C=CC=CC=2)=CC=1.[O-]P([O-])([O-])=O.[K+].[K+].[K+].